Dataset: Full USPTO retrosynthesis dataset with 1.9M reactions from patents (1976-2016). Task: Predict the reactants needed to synthesize the given product. (1) Given the product [C:1]([O:5][C:6]([N:8]1[CH2:13][CH2:12][CH2:11][CH2:10][CH:9]1[CH2:14][C:15](=[O:17])[NH:18][CH2:19][C:20]([C:22]1[CH:27]=[CH:26][CH:25]=[CH:24][CH:23]=1)=[O:21])=[O:7])([CH3:2])([CH3:3])[CH3:4], predict the reactants needed to synthesize it. The reactants are: [C:1]([O:5][C:6]([N:8]1[CH2:13][CH2:12][CH2:11][CH2:10][CH:9]1[CH2:14][C:15]([OH:17])=O)=[O:7])([CH3:4])([CH3:3])[CH3:2].[NH2:18][CH2:19][C:20]([C:22]1[CH:27]=[CH:26][CH:25]=[CH:24][CH:23]=1)=[O:21]. (2) Given the product [CH2:34]([O:36][C:37](=[O:59])[CH2:38][C:39]1([CH2:42][CH2:43][CH:44](/[CH:57]=[CH:10]/[C:9]2[CH:30]=[CH:31][CH:32]=[CH:33][C:8]=2[OH:7])[CH2:45][CH2:46][C:47]2[CH:56]=[CH:55][C:50]([C:51]([O:53][CH3:54])=[O:52])=[CH:49][CH:48]=2)[CH2:41][CH2:40]1)[CH3:35], predict the reactants needed to synthesize it. The reactants are: C([Li])CCC.[Br-].[OH:7][C:8]1[CH:33]=[CH:32][CH:31]=[CH:30][C:9]=1[CH2:10][P+](C1C=CC=CC=1)(C1C=CC=CC=1)C1C=CC=CC=1.[CH2:34]([O:36][C:37](=[O:59])[CH2:38][C:39]1([CH2:42][CH2:43][CH:44]([CH:57]=O)[CH2:45][CH2:46][C:47]2[CH:56]=[CH:55][C:50]([C:51]([O:53][CH3:54])=[O:52])=[CH:49][CH:48]=2)[CH2:41][CH2:40]1)[CH3:35].[Cl-].[NH4+].